From a dataset of Forward reaction prediction with 1.9M reactions from USPTO patents (1976-2016). Predict the product of the given reaction. Given the reactants [OH:1][C@H:2]1[CH2:6][NH:5][C@H:4]([C:7]([OH:9])=[O:8])[CH2:3]1.[OH-].[Na+].[CH3:12][C:13]([O:16][C:17](O[C:17]([O:16][C:13]([CH3:15])([CH3:14])[CH3:12])=[O:18])=[O:18])([CH3:15])[CH3:14], predict the reaction product. The product is: [C:13]([O:16][C:17]([N:5]1[CH2:6][C@H:2]([OH:1])[CH2:3][C@H:4]1[C:7]([OH:9])=[O:8])=[O:18])([CH3:15])([CH3:14])[CH3:12].